From a dataset of Forward reaction prediction with 1.9M reactions from USPTO patents (1976-2016). Predict the product of the given reaction. (1) Given the reactants FC(F)(F)S(O[C:7]1[CH:12]=[CH:11][C:10]([F:13])=[C:9]([NH:14][CH2:15][CH:16]2[CH2:21][O:20][C:19]([CH3:23])([CH3:22])[CH2:18][O:17]2)[N:8]=1)(=O)=O.[Cl:26][C:27]1[C:28](B(O)O)=[CH:29][C:30]([F:33])=[N:31][CH:32]=1.C(=O)([O-])[O-].[Na+].[Na+], predict the reaction product. The product is: [Cl:26][C:27]1[C:28]([C:7]2[CH:12]=[CH:11][C:10]([F:13])=[C:9]([NH:14][CH2:15][CH:16]3[CH2:21][O:20][C:19]([CH3:22])([CH3:23])[CH2:18][O:17]3)[N:8]=2)=[CH:29][C:30]([F:33])=[N:31][CH:32]=1. (2) Given the reactants Cl.[CH3:2][O:3][C:4]1[CH:5]=[C:6]2[C:11](=[C:12]([N:14]3[CH2:19][CH2:18][N:17]([CH3:20])[CH2:16][CH2:15]3)[CH:13]=1)[O:10][CH:9]([C:21](O)=[O:22])[CH2:8][CH2:7]2.C(N(CC)C(C)C)(C)C.CN(C([O:40]N1N=NC2C=CC=CC1=2)=[N+](C)C)C.[B-](F)(F)(F)F.FC1C=C2C(=C(N3CCN(C)CC3)C=1)OC(C([NH:75][C:76]1[CH:81]=[CH:80][C:79]([N:82]3[CH2:87][CH2:86]C[N:84](C)[C:83]3=[O:89])=[CH:78][CH:77]=1)=O)CC2, predict the reaction product. The product is: [CH3:2][O:3][C:4]1[CH:5]=[C:6]2[C:11](=[C:12]([N:14]3[CH2:15][CH2:16][N:17]([CH3:20])[CH2:18][CH2:19]3)[CH:13]=1)[O:10][CH:9]([C:21]([NH:75][C:76]1[CH:77]=[CH:78][C:79]([N:82]3[C:87](=[O:40])[CH2:86][NH:84][C:83]3=[O:89])=[CH:80][CH:81]=1)=[O:22])[CH2:8][CH2:7]2. (3) Given the reactants [Cl:1][C:2]1[CH:3]=[CH:4][C:5]([C:20]([F:23])([F:22])[F:21])=[C:6]([CH:19]=1)[CH2:7][N:8]1[CH2:13][CH2:12][NH:11][C:10]2[N:14]=[CH:15][C:16](I)=[CH:17][C:9]1=2.[CH2:24]([O:26][C:27]([C:29]1[CH:30]=[C:31](B(O)O)[CH:32]=[CH:33][CH:34]=1)=[O:28])[CH3:25], predict the reaction product. The product is: [CH2:24]([O:26][C:27](=[O:28])[C:29]1[CH:30]=[CH:31][CH:32]=[C:33]([C:16]2[CH:15]=[N:14][C:10]3[NH:11][CH2:12][CH2:13][N:8]([CH2:7][C:6]4[CH:19]=[C:2]([Cl:1])[CH:3]=[CH:4][C:5]=4[C:20]([F:23])([F:22])[F:21])[C:9]=3[CH:17]=2)[CH:34]=1)[CH3:25].